Dataset: Full USPTO retrosynthesis dataset with 1.9M reactions from patents (1976-2016). Task: Predict the reactants needed to synthesize the given product. (1) Given the product [F:16][C:11]1[C:10]([F:17])=[C:9]([O:8][C:6]2[CH:5]=[CH:4][N:3]=[C:2]([C:22]3[CH:21]=[N:20][N:19]([CH3:18])[CH:23]=3)[CH:7]=2)[CH:14]=[CH:13][C:12]=1[NH2:15], predict the reactants needed to synthesize it. The reactants are: Cl[C:2]1[CH:7]=[C:6]([O:8][C:9]2[CH:14]=[CH:13][C:12]([NH2:15])=[C:11]([F:16])[C:10]=2[F:17])[CH:5]=[CH:4][N:3]=1.[CH3:18][N:19]1[CH:23]=[C:22](B2OC(C)(C)C(C)(C)O2)[CH:21]=[N:20]1. (2) Given the product [OH:8][C:4]1[N:5]=[N:6][CH:7]=[C:2]([C:15]2[CH:16]=[C:11]([CH:12]=[CH:13][CH:14]=2)[CH:9]=[O:10])[CH:3]=1, predict the reactants needed to synthesize it. The reactants are: Cl[C:2]1[CH:7]=[N:6][NH:5][C:4](=[O:8])[CH:3]=1.[CH:9]([C:11]1[CH:12]=[C:13](B(O)O)[CH:14]=[CH:15][CH:16]=1)=[O:10].C([O-])([O-])=O.[K+].[K+]. (3) Given the product [NH4+:2].[OH-:5].[Si:10]([O:8][C:6]([CH3:9])([CH3:7])[C@H:3]([NH2:2])[CH2:4][O:5][Si:10]([C:13]([CH3:16])([CH3:15])[CH3:14])([CH3:12])[CH3:11])([C:13]([CH3:16])([CH3:15])[CH3:14])([CH3:12])[CH3:11], predict the reactants needed to synthesize it. The reactants are: Cl.[NH2:2][C@@H:3]([C:6]([CH3:9])([OH:8])[CH3:7])[CH2:4][OH:5].[Si:10](Cl)([C:13]([CH3:16])([CH3:15])[CH3:14])([CH3:12])[CH3:11]. (4) Given the product [NH2:1][C:2]1[CH:9]=[CH:8][CH:7]=[C:6]([Cl:10])[C:3]=1[C:14](=[O:17])[CH3:11], predict the reactants needed to synthesize it. The reactants are: [NH2:1][C:2]1[CH:9]=[CH:8][CH:7]=[C:6]([Cl:10])[C:3]=1C#N.[CH3:11][Mg]Br.[C:14]([O-:17])([O-])=O.[Na+].[Na+]. (5) The reactants are: C[O:2][C:3](=O)[CH2:4][C:5]1[CH:10]=[CH:9][C:8]([C:11]([C:22]2[CH:27]=[CH:26][C:25]([OH:28])=[CH:24][CH:23]=2)=[C:12]2[CH2:17][C:16]([CH3:19])([CH3:18])[CH2:15][C:14]([CH3:21])([CH3:20])[CH2:13]2)=[CH:7][CH:6]=1.[H-].[H-].[H-].[H-].[Li+].[Al+3].CCOC(C)=O.Cl. Given the product [OH:2][CH2:3][CH2:4][C:5]1[CH:10]=[CH:9][C:8]([C:11](=[C:12]2[CH2:13][C:14]([CH3:21])([CH3:20])[CH2:15][C:16]([CH3:19])([CH3:18])[CH2:17]2)[C:22]2[CH:27]=[CH:26][C:25]([OH:28])=[CH:24][CH:23]=2)=[CH:7][CH:6]=1, predict the reactants needed to synthesize it.